Predict the reactants needed to synthesize the given product. From a dataset of Full USPTO retrosynthesis dataset with 1.9M reactions from patents (1976-2016). (1) Given the product [F:1][C:2]1[CH:7]=[CH:6][C:5]([C@H:8]([CH3:11])[CH2:9][N:16]2[C:12](=[O:22])[C:13]3[C:14](=[CH:18][CH:19]=[CH:20][CH:21]=3)[C:15]2=[O:17])=[CH:4][CH:3]=1, predict the reactants needed to synthesize it. The reactants are: [F:1][C:2]1[CH:7]=[CH:6][C:5]([C@H:8]([CH3:11])[CH2:9]O)=[CH:4][CH:3]=1.[C:12]1(=[O:22])[NH:16][C:15](=[O:17])[C:14]2=[CH:18][CH:19]=[CH:20][CH:21]=[C:13]12.C1(P(C2C=CC=CC=2)C2C=CC=CC=2)C=CC=CC=1. (2) Given the product [C:25]1([S:33]([C:10]2[CH:9]=[CH:8][C@H:7]([CH3:19])[C@H:6]([OH:20])[C:5](=[CH2:4])[CH:11]=2)(=[O:35])=[O:32])[CH:24]=[CH:23][CH:22]=[CH:21][CH:26]=1, predict the reactants needed to synthesize it. The reactants are: CN([CH2:4][C@H:5]1[CH:11]=[C:10](SC2C=CC=CC=2)[CH:9]=[CH:8][C@H:7]([CH3:19])[C@@H:6]1[OH:20])C.[CH:21]1[CH:26]=[C:25](Cl)[CH:24]=[C:23](C(OO)=O)[CH:22]=1.[OH:32][S:33]([O-:35])=O.[Na+]. (3) Given the product [CH2:4]1[C:3]2[C:8](=[N:9][C:10]3[C:15]([C:2]=2[NH:1][CH2:19][CH2:20][CH2:21][CH2:22][CH2:23][CH2:24][CH2:25][N:26]2[C:34](=[O:35])[C:33]4[C:28](=[CH:29][CH:30]=[CH:31][CH:32]=4)[C:27]2=[O:36])=[CH:14][CH:13]=[CH:12][CH:11]=3)[CH2:7][CH2:6][CH2:5]1, predict the reactants needed to synthesize it. The reactants are: [NH2:1][C:2]1[C:3]2[C:8]([N:9]=[C:10]3[C:15]=1[CH2:14][CH2:13][CH2:12][CH2:11]3)=[CH:7][CH:6]=[CH:5][CH:4]=2.[OH-].[K+].Br[CH2:19][CH2:20][CH2:21][CH2:22][CH2:23][CH2:24][CH2:25][N:26]1[C:34](=[O:35])[C:33]2[C:28](=[CH:29][CH:30]=[CH:31][CH:32]=2)[C:27]1=[O:36]. (4) Given the product [CH3:11][O:12][C:13]([C:15]1[CH:16]=[C:17]([C:2]2[CH:10]=[CH:9][CH:8]=[C:4]([C:5]([OH:7])=[O:6])[CH:3]=2)[CH:18]=[CH:19][CH:20]=1)=[O:14], predict the reactants needed to synthesize it. The reactants are: I[C:2]1[CH:3]=[C:4]([CH:8]=[CH:9][CH:10]=1)[C:5]([OH:7])=[O:6].[CH3:11][O:12][C:13]([C:15]1[CH:16]=[C:17](B(O)O)[CH:18]=[CH:19][CH:20]=1)=[O:14].C(=O)([O-])[O-].[Cs+].[Cs+].Cl. (5) The reactants are: [NH2:1][S:2]([C:5]1[CH:6]=[CH:7][C:8]([F:14])=[C:9]([CH:13]=1)[C:10](O)=[O:11])(=[O:4])=[O:3].CSC.B. Given the product [F:14][C:8]1[CH:7]=[CH:6][C:5]([S:2]([NH2:1])(=[O:4])=[O:3])=[CH:13][C:9]=1[CH2:10][OH:11], predict the reactants needed to synthesize it. (6) Given the product [CH2:14]([CH:5]([CH2:4][N+:1]([O-:3])=[O:2])[C:6]([OH:8])=[O:7])[CH3:15], predict the reactants needed to synthesize it. The reactants are: [N+:1]([CH2:4][CH2:5][C:6]([OH:8])=[O:7])([O-:3])=[O:2].S(=O)(=O)(O)O.[CH2:14](O)[CH3:15].